From a dataset of Catalyst prediction with 721,799 reactions and 888 catalyst types from USPTO. Predict which catalyst facilitates the given reaction. Reactant: [Br:1][C:2]1[CH:7]=[C:6]([C:8]2[N:9]=[C:10]([CH2:13]S(C3C=CC=CC=3)(=O)=O)[S:11][CH:12]=2)[C:5](=[O:23])[NH:4][C:3]=1[CH3:24].BrCC([C:29]1[C:34](=O)[NH:33][C:32](C)=[C:31](Br)C=1)=O.C1C(C(N)=S)=CC=NC=1.C(Cl)Cl. Product: [Br:1][C:2]1[CH:7]=[C:6]([C:8]2[N:9]=[C:10]([C:13]3[CH:29]=[CH:34][N:33]=[CH:32][CH:31]=3)[S:11][CH:12]=2)[C:5](=[O:23])[NH:4][C:3]=1[CH3:24]. The catalyst class is: 14.